From a dataset of Peptide-MHC class I binding affinity with 185,985 pairs from IEDB/IMGT. Regression. Given a peptide amino acid sequence and an MHC pseudo amino acid sequence, predict their binding affinity value. This is MHC class I binding data. (1) The peptide sequence is LLGLWGFATA. The MHC is HLA-A68:02 with pseudo-sequence HLA-A68:02. The binding affinity (normalized) is 0.000726. (2) The peptide sequence is IVTDFSVIK. The MHC is HLA-A01:01 with pseudo-sequence HLA-A01:01. The binding affinity (normalized) is 0.111. (3) The peptide sequence is TFDVAPSRL. The MHC is HLA-B40:01 with pseudo-sequence HLA-B40:01. The binding affinity (normalized) is 0.0847. (4) The peptide sequence is VQGYERIMY. The MHC is HLA-B58:01 with pseudo-sequence HLA-B58:01. The binding affinity (normalized) is 0.0847. (5) The peptide sequence is FYYNAFHWA. The MHC is HLA-A03:01 with pseudo-sequence HLA-A03:01. The binding affinity (normalized) is 0.0847. (6) The peptide sequence is RGPSCGSAK. The MHC is Mamu-B6601 with pseudo-sequence Mamu-B6601. The binding affinity (normalized) is 0.771. (7) The peptide sequence is VLGLGLSLK. The MHC is HLA-A33:01 with pseudo-sequence HLA-A33:01. The binding affinity (normalized) is 0.0577. (8) The peptide sequence is ISCQIYNAL. The MHC is HLA-B08:01 with pseudo-sequence HLA-B08:01. The binding affinity (normalized) is 0.0847.